Predict which catalyst facilitates the given reaction. From a dataset of Catalyst prediction with 721,799 reactions and 888 catalyst types from USPTO. (1) Reactant: Cl[C:2]1[C:7]([Cl:8])=[CH:6][C:5]([C:9]([F:12])([F:11])[F:10])=[CH:4][N:3]=1.[F-:13].[K+]. The catalyst class is: 16. Product: [Cl:8][C:7]1[C:2]([F:13])=[N:3][CH:4]=[C:5]([C:9]([F:12])([F:11])[F:10])[CH:6]=1. (2) Reactant: O[CH2:2][CH2:3][CH2:4][CH2:5][CH:6]1[CH2:9][N:8]([C:10]([O:12][C:13]([CH3:16])([CH3:15])[CH3:14])=[O:11])[CH2:7]1.C1C=CC(P(C2C=CC=CC=2)C2C=CC=CC=2)=CC=1.N1C=CN=C1.[I:41]I.C([O-])(O)=O.[Na+].S([O-])([O-])(=O)=S.[Na+].[Na+]. Product: [I:41][CH2:2][CH2:3][CH2:4][CH2:5][CH:6]1[CH2:9][N:8]([C:10]([O:12][C:13]([CH3:16])([CH3:15])[CH3:14])=[O:11])[CH2:7]1. The catalyst class is: 2. (3) Reactant: OS(O)(=O)=O.[N+:6]([O-:9])(O)=[O:7].[CH3:10][C:11]1[CH:16]=[C:15]([C:17]([F:20])([F:19])[F:18])[CH:14]=[CH:13][C:12]=1[I:21]. Product: [CH3:10][C:11]1[CH:16]=[C:15]([C:17]([F:18])([F:20])[F:19])[CH:14]=[C:13]([N+:6]([O-:9])=[O:7])[C:12]=1[I:21]. The catalyst class is: 6.